Dataset: Catalyst prediction with 721,799 reactions and 888 catalyst types from USPTO. Task: Predict which catalyst facilitates the given reaction. (1) Reactant: [CH3:1][S:2][CH2:3][CH2:4][OH:5].C[Si]([N-][Si](C)(C)C)(C)C.[Li+].[CH:16]1([NH:19][C:20]([C:22]2[S:35][C:25]3=[N:26][C:27](S(C)=O)=[C:28]([Cl:31])[C:29]([CH3:30])=[C:24]3[C:23]=2[NH2:36])=[O:21])[CH2:18][CH2:17]1. Product: [CH:16]1([NH:19][C:20]([C:22]2[S:35][C:25]3=[N:26][C:27]([O:5][CH2:4][CH2:3][S:2][CH3:1])=[C:28]([Cl:31])[C:29]([CH3:30])=[C:24]3[C:23]=2[NH2:36])=[O:21])[CH2:18][CH2:17]1. The catalyst class is: 1. (2) Reactant: Cl.FC1C=C(C=CC=1)CN1C=C(C2C3C(=NC=C(C4C=CC(C5CCNCC5)=CC=4)C=3)N(S(C3C=CC(C)=CC=3)(=O)=O)C=2)C=N1.[F:46][C:47]1[CH:48]=[C:49]([CH:91]=[CH:92][CH:93]=1)[CH2:50][N:51]1[CH:55]=[C:54]([C:56]2[C:64]3[C:59](=[N:60][CH:61]=[C:62]([C:65]4[CH:66]=[CH:67][C:68]([N:71]5[CH2:76][CH2:75][N:74]([CH2:77][C@@H:78]([OH:80])[CH3:79])[CH2:73][CH2:72]5)=[N:69][CH:70]=4)[CH:63]=3)[N:58](S(C3C=CC(C)=CC=3)(=O)=O)[CH:57]=2)[CH:53]=[N:52]1.[OH-].[Li+]. Product: [F:46][C:47]1[CH:48]=[C:49]([CH:91]=[CH:92][CH:93]=1)[CH2:50][N:51]1[CH:55]=[C:54]([C:56]2[C:64]3[C:59](=[N:60][CH:61]=[C:62]([C:65]4[CH:66]=[CH:67][C:68]([N:71]5[CH2:72][CH2:73][N:74]([CH2:77][C@@H:78]([OH:80])[CH3:79])[CH2:75][CH2:76]5)=[N:69][CH:70]=4)[CH:63]=3)[NH:58][CH:57]=2)[CH:53]=[N:52]1. The catalyst class is: 87.